Dataset: Forward reaction prediction with 1.9M reactions from USPTO patents (1976-2016). Task: Predict the product of the given reaction. (1) Given the reactants [CH3:1][O:2][C:3]1[CH:12]=[C:11]2[C:6]([C:7](=O)[NH:8][CH:9]=[N:10]2)=[C:5]([O:14][CH:15]2[CH2:20][CH2:19][N:18]([CH3:21])[CH2:17][CH2:16]2)[CH:4]=1.C(N(C(C)C)CC)(C)C.P(Cl)(Cl)([Cl:33])=O, predict the reaction product. The product is: [Cl:33][C:7]1[C:6]2[C:11](=[CH:12][C:3]([O:2][CH3:1])=[CH:4][C:5]=2[O:14][CH:15]2[CH2:20][CH2:19][N:18]([CH3:21])[CH2:17][CH2:16]2)[N:10]=[CH:9][N:8]=1. (2) Given the reactants [Cl:1][C:2]1[CH:7]=[CH:6][CH:5]=[CH:4][C:3]=1[N:8]1[CH:12]=[C:11]([C:13]2[CH2:14][CH2:15][N:16]([C:19]([O:21][C:22]([CH3:25])([CH3:24])[CH3:23])=[O:20])[CH2:17][CH:18]=2)[N:10]=[N:9]1.[C:26](C1CCN(C(OC(C)(C)C)=O)CC=1)#CC, predict the reaction product. The product is: [Cl:1][C:2]1[CH:7]=[CH:6][CH:5]=[CH:4][C:3]=1[N:8]1[C:12]([CH3:26])=[C:11]([C:13]2[CH2:14][CH2:15][N:16]([C:19]([O:21][C:22]([CH3:25])([CH3:24])[CH3:23])=[O:20])[CH2:17][CH:18]=2)[N:10]=[N:9]1. (3) Given the reactants [F:1][C:2]1[CH:8]=[C:7]([I:9])[C:6]([F:10])=[CH:5][C:3]=1[NH2:4].[CH3:11][S:12](Cl)(=[O:14])=[O:13].N1C=CC=CC=1.Cl, predict the reaction product. The product is: [F:1][C:2]1[CH:8]=[C:7]([I:9])[C:6]([F:10])=[CH:5][C:3]=1[NH:4][S:12]([CH3:11])(=[O:14])=[O:13]. (4) Given the reactants [CH3:1][O:2][C:3]1[CH:10]=[CH:9][C:6]([CH2:7]O)=[CH:5][CH:4]=1.O=S(Cl)[Cl:13], predict the reaction product. The product is: [Cl:13][CH2:7][C:6]1[CH:9]=[CH:10][C:3]([O:2][CH3:1])=[CH:4][CH:5]=1. (5) Given the reactants C(=O)([O-])[O-].[K+].[K+].[Cl:7][C:8]1[C:17]2[C:12](=[C:13]([Cl:18])[CH:14]=[CH:15][CH:16]=2)[CH:11]=[C:10]([OH:19])[N:9]=1.Br[CH2:21][CH2:22][O:23][CH3:24], predict the reaction product. The product is: [Cl:7][C:8]1[C:17]2[C:12](=[C:13]([Cl:18])[CH:14]=[CH:15][CH:16]=2)[CH:11]=[C:10]([O:19][CH2:21][CH2:22][O:23][CH3:24])[N:9]=1. (6) Given the reactants [C:1]([C:3]1([OH:9])[CH2:8][CH2:7][CH2:6][CH2:5][CH2:4]1)#[CH:2].C([Li])CCC.[C:15]1([CH3:23])[CH:20]=[CH:19][C:18]([CH:21]=[O:22])=[CH:17][CH:16]=1, predict the reaction product. The product is: [OH:22][CH:21]([C:18]1[CH:19]=[CH:20][C:15]([CH3:23])=[CH:16][CH:17]=1)[C:2]#[C:1][C:3]1([OH:9])[CH2:8][CH2:7][CH2:6][CH2:5][CH2:4]1. (7) Given the reactants [CH2:1]([O:8][C:9]1[CH:14]=[CH:13][CH:12]=[C:11]([N+:15]([O-:17])=[O:16])[C:10]=1Cl)[C:2]1[CH:7]=[CH:6][CH:5]=[CH:4][CH:3]=1.O.O.O.O.O.O.O.O.O.[S-2:28].[Na+].[Na+].CCOCC.Cl, predict the reaction product. The product is: [CH2:1]([O:8][C:9]1[CH:14]=[CH:13][CH:12]=[C:11]([N+:15]([O-:17])=[O:16])[C:10]=1[SH:28])[C:2]1[CH:7]=[CH:6][CH:5]=[CH:4][CH:3]=1. (8) Given the reactants [NH2:1][CH2:2][CH2:3][N:4]1[CH2:9][CH2:8][CH2:7][CH:6]([N:10]2[C:21]3=[C:22]4[C:17](=[CH:18][CH:19]=[CH:20]3)[CH:16]=[N:15][CH:14]=[C:13]4[CH2:12][CH2:11]2)[CH2:5]1.[C:23](=[O:35])([O-])[O:24][C:25]1[CH:30]=CC([N+]([O-])=O)=CC=1.[CH3:36][N:37](C)[CH2:38]CO, predict the reaction product. The product is: [N:10]1([CH:6]2[CH2:7][CH2:8][CH2:9][N:4]([CH2:3][CH2:2][NH:1][C:23](=[O:35])[O:24][CH2:25][CH2:30][N:37]([CH3:38])[CH3:36])[CH2:5]2)[C:21]2=[C:22]3[C:17](=[CH:18][CH:19]=[CH:20]2)[CH:16]=[N:15][CH:14]=[C:13]3[CH2:12][CH2:11]1. (9) Given the reactants [CH3:1][C:2]([N:5]1[C:9]2[N:10]=[C:11]([C:22]3[CH:27]=[CH:26][C:25]([O:28][CH2:29][C:30]4[CH:35]=[CH:34][CH:33]=[CH:32][CH:31]=4)=[C:24]([CH3:36])[CH:23]=3)[C:12]3[C:13]([F:21])=[CH:14][C:15]([OH:20])=[C:16]([O:18][CH3:19])[C:17]=3[C:8]=2[C:7]([CH3:37])=[N:6]1)([CH3:4])[CH3:3].C(=O)([O-])[O-].[Cs+].[Cs+].CS(O[CH2:49][CH:50]1[CH2:55][CH2:54][N:53]([C:56]([O:58][C:59]([CH3:62])([CH3:61])[CH3:60])=[O:57])[CH2:52][CH2:51]1)(=O)=O.O, predict the reaction product. The product is: [CH3:4][C:2]([N:5]1[C:9]2[N:10]=[C:11]([C:22]3[CH:27]=[CH:26][C:25]([O:28][CH2:29][C:30]4[CH:31]=[CH:32][CH:33]=[CH:34][CH:35]=4)=[C:24]([CH3:36])[CH:23]=3)[C:12]3[C:13]([F:21])=[CH:14][C:15]([O:20][CH2:49][CH:50]4[CH2:55][CH2:54][N:53]([C:56]([O:58][C:59]([CH3:60])([CH3:62])[CH3:61])=[O:57])[CH2:52][CH2:51]4)=[C:16]([O:18][CH3:19])[C:17]=3[C:8]=2[C:7]([CH3:37])=[N:6]1)([CH3:1])[CH3:3].